This data is from Forward reaction prediction with 1.9M reactions from USPTO patents (1976-2016). The task is: Predict the product of the given reaction. (1) Given the reactants [F:1][C:2]1[CH:7]=[CH:6][C:5]([C:8]2[N:12]=[N:11][N:10]([CH3:13])[C:9]=2[C:14](=[O:16])[CH3:15])=[CH:4][CH:3]=1.CC(OCC1C2C(=CC=CC=2)C(COC(C)=O)=C2C=1C=CC=C2)=O.[Br:41]Br, predict the reaction product. The product is: [Br:41][CH2:15][C:14]([C:9]1[N:10]([CH3:13])[N:11]=[N:12][C:8]=1[C:5]1[CH:4]=[CH:3][C:2]([F:1])=[CH:7][CH:6]=1)=[O:16]. (2) Given the reactants [CH3:1][O:2][C:3](=[O:26])[CH:4]([C:9]1[CH:10]=[C:11]([C:16]2[CH:21]=[CH:20][C:19]([C:22]([F:25])([F:24])[F:23])=[CH:18][CH:17]=2)[CH:12]=[C:13]([OH:15])[CH:14]=1)[CH2:5][CH:6]([CH3:8])[CH3:7].[CH:27]([C:30]1[CH:31]=[C:32](B(O)O)[CH:33]=[CH:34][CH:35]=1)([CH3:29])[CH3:28].C(N(CC)CC)C, predict the reaction product. The product is: [CH3:1][O:2][C:3](=[O:26])[CH:4]([C:9]1[CH:10]=[C:11]([C:16]2[CH:17]=[CH:18][C:19]([C:22]([F:23])([F:25])[F:24])=[CH:20][CH:21]=2)[CH:12]=[C:13]([O:15][C:34]2[CH:33]=[CH:32][CH:31]=[C:30]([CH:27]([CH3:29])[CH3:28])[CH:35]=2)[CH:14]=1)[CH2:5][CH:6]([CH3:8])[CH3:7]. (3) Given the reactants [C:1](Cl)(=[O:3])[CH3:2].[F:5][C:6]([F:12])([CH:9]([F:11])[F:10])[CH2:7][OH:8].Cl.[OH-].[Na+], predict the reaction product. The product is: [C:1]([O:8][CH2:7][C:6]([F:12])([F:5])[CH:9]([F:11])[F:10])(=[O:3])[CH3:2]. (4) Given the reactants [C:1]([O:5][C:6]([NH:8][C:9]1[S:10][C:11]([S:14][CH2:15][CH2:16][C:17]([O:19]C)=[O:18])=[CH:12][N:13]=1)=[O:7])([CH3:4])([CH3:3])[CH3:2].[Li+].[OH-], predict the reaction product. The product is: [C:1]([O:5][C:6]([NH:8][C:9]1[S:10][C:11]([S:14][CH2:15][CH2:16][C:17]([OH:19])=[O:18])=[CH:12][N:13]=1)=[O:7])([CH3:4])([CH3:2])[CH3:3]. (5) Given the reactants [CH2:1]([O:5][C:6]([C:8]1[N:13]=[C:12](Br)[C:11]2[C:15]([CH3:18])=[N:16][S:17][C:10]=2[C:9]=1[OH:19])=[O:7])[CH2:2][CH2:3][CH3:4].C([Sn](CCCC)(CCCC)[C:25]1[CH:30]=[N:29][CH:28]=[CH:27][N:26]=1)CCC, predict the reaction product. The product is: [CH2:1]([O:5][C:6]([C:8]1[N:13]=[C:12]([C:25]2[CH:30]=[N:29][CH:28]=[CH:27][N:26]=2)[C:11]2[C:15]([CH3:18])=[N:16][S:17][C:10]=2[C:9]=1[OH:19])=[O:7])[CH2:2][CH2:3][CH3:4]. (6) Given the reactants [F:1][C:2]1[CH:3]=[C:4]2[C:9](=[CH:10][CH:11]=1)[CH:8]=[C:7]([CH:12]1[CH2:17][CH2:16][NH:15][CH2:14][CH2:13]1)[CH:6]=[CH:5]2.[O:18]1[CH2:20][C@H:19]1[CH2:21][O:22][C:23]1[C:28]2[O:29][CH:30]=[CH:31][C:27]=2[CH:26]=[CH:25][CH:24]=1, predict the reaction product. The product is: [OH2:18].[O:29]1[CH:30]=[CH:31][C:27]2[CH:26]=[CH:25][CH:24]=[C:23]([O:22][CH2:21][C@@H:19]([OH:18])[CH2:20][N:15]3[CH2:14][CH2:13][CH:12]([C:7]4[CH:6]=[CH:5][C:4]5[C:9](=[CH:10][CH:11]=[C:2]([F:1])[CH:3]=5)[CH:8]=4)[CH2:17][CH2:16]3)[C:28]1=2. (7) The product is: [Cl:42][C:39]1[CH:40]=[CH:41][C:23]2[N:22]3[CH:43]=[CH:44][CH:45]=[C:21]3[C@@H:20]([CH2:19][CH2:18][N:1]3[CH:5]=[C:4]([C:6]([O:8][CH2:9][CH3:10])=[O:7])[CH:3]=[N:2]3)[O:26][C@H:25]([C:27]3[CH:32]=[CH:31][CH:30]=[C:29]([O:34][CH3:35])[C:28]=3[O:36][CH3:37])[C:24]=2[CH:38]=1. Given the reactants [NH:1]1[CH:5]=[C:4]([C:6]([O:8][CH2:9][CH3:10])=[O:7])[CH:3]=[N:2]1.[H-].[Na+].CS(O[CH2:18][CH2:19][C@H:20]1[O:26][C@H:25]([C:27]2[C:32](F)=[CH:31][CH:30]=[C:29]([O:34][CH3:35])[C:28]=2[O:36][CH3:37])[C:24]2[CH:38]=[C:39]([Cl:42])[CH:40]=[CH:41][C:23]=2[N:22]2[CH:43]=[CH:44][CH:45]=[C:21]12)(=O)=O, predict the reaction product.